Dataset: Forward reaction prediction with 1.9M reactions from USPTO patents (1976-2016). Task: Predict the product of the given reaction. (1) Given the reactants Cl.[CH3:2]/[C:3](=[CH:10]\[CH3:11])/[CH2:4][O:5][CH:6]1[CH2:9][NH:8][CH2:7]1.CCN=C=NCCCN(C)C.C1C=CC2N(O)N=NC=2C=1.C(N(C(C)C)CC)(C)C.Cl.[O:43]=[C:44]1[NH:53][C:52]2[N:51]=[CH:50][C:49](/[CH:54]=[CH:55]/[C:56](O)=[O:57])=[CH:48][C:47]=2[CH2:46][CH2:45]1, predict the reaction product. The product is: [CH3:2]/[C:3](=[CH:10]\[CH3:11])/[CH2:4][O:5][CH:6]1[CH2:9][N:8]([C:56](=[O:57])/[CH:55]=[CH:54]/[C:49]2[CH:48]=[C:47]3[C:52](=[N:51][CH:50]=2)[NH:53][C:44](=[O:43])[CH2:45][CH2:46]3)[CH2:7]1. (2) Given the reactants [CH3:1][O:2][C:3]1[CH:8]=[CH:7][CH:6]=[CH:5][C:4]=1[N:9]1[CH2:14][CH2:13][N:12]([CH2:15][CH2:16][C:17]([NH:19][NH2:20])=[O:18])[CH2:11][CH2:10]1.[C:21]1([N:27]=[C:28]=[O:29])[CH:26]=[CH:25][CH:24]=[CH:23][CH:22]=1, predict the reaction product. The product is: [CH3:1][O:2][C:3]1[CH:8]=[CH:7][CH:6]=[CH:5][C:4]=1[N:9]1[CH2:10][CH2:11][N:12]([CH2:15][CH2:16][C:17]([NH:19][NH:20][C:28]([NH:27][C:21]2[CH:26]=[CH:25][CH:24]=[CH:23][CH:22]=2)=[O:29])=[O:18])[CH2:13][CH2:14]1. (3) Given the reactants [CH2:1]([NH:3][C:4](=[O:42])[NH:5][C:6]1[S:7][C:8]2[C:14]([NH:15][C:16](=[O:23])[C:17]3[CH:22]=[CH:21][CH:20]=[CH:19][N:18]=3)=[CH:13][C:12]([C:24]3[CH:25]=[N:26][C:27]([N:30]4[CH2:35][CH2:34][C:33]([CH3:41])([C:36]([O:38]CC)=[O:37])[CH2:32][CH2:31]4)=[N:28][CH:29]=3)=[CH:11][C:9]=2[N:10]=1)[CH3:2].CC(C)([O-])C.[K+], predict the reaction product. The product is: [CH2:1]([NH:3][C:4](=[O:42])[NH:5][C:6]1[S:7][C:8]2[C:14]([NH:15][C:16](=[O:23])[C:17]3[CH:22]=[CH:21][CH:20]=[CH:19][N:18]=3)=[CH:13][C:12]([C:24]3[CH:25]=[N:26][C:27]([N:30]4[CH2:35][CH2:34][C:33]([CH3:41])([C:36]([OH:38])=[O:37])[CH2:32][CH2:31]4)=[N:28][CH:29]=3)=[CH:11][C:9]=2[N:10]=1)[CH3:2]. (4) Given the reactants FC(F)(F)C(O)=O.C([SiH](CC)CC)C.[CH2:15]([C:19]1[C:29]([CH:30](O)[C:31]2[N:36]=[C:35]([C:37]([O:39][CH3:40])=[O:38])[CH:34]=[CH:33][CH:32]=2)=[C:22]2[CH:23]=[CH:24][C:25]([O:27][CH3:28])=[CH:26][N:21]2[N:20]=1)[CH:16]([CH3:18])[CH3:17].C(=O)(O)[O-].[Na+], predict the reaction product. The product is: [CH2:15]([C:19]1[C:29]([CH2:30][C:31]2[N:36]=[C:35]([C:37]([O:39][CH3:40])=[O:38])[CH:34]=[CH:33][CH:32]=2)=[C:22]2[CH:23]=[CH:24][C:25]([O:27][CH3:28])=[CH:26][N:21]2[N:20]=1)[CH:16]([CH3:18])[CH3:17]. (5) Given the reactants C(OC([N:8]([CH2:37][C:38]([O:40]C(C)(C)C)=[O:39])[C:9]1[CH:14]=[CH:13][CH:12]=[C:11]([CH:15]([CH2:26][C:27]2[CH:32]=[CH:31][C:30]([C:33]([CH3:36])([CH3:35])[CH3:34])=[CH:29][CH:28]=2)[NH:16][S:17]([C:20]2[CH:21]=[N:22][CH:23]=[CH:24][CH:25]=2)(=[O:19])=[O:18])[N:10]=1)=O)(C)(C)C.[ClH:45].O1CCOCC1, predict the reaction product. The product is: [ClH:45].[C:33]([C:30]1[CH:29]=[CH:28][C:27]([CH2:26][CH:15]([NH:16][S:17]([C:20]2[CH:21]=[N:22][CH:23]=[CH:24][CH:25]=2)(=[O:18])=[O:19])[C:11]2[N:10]=[C:9]([NH:8][CH2:37][C:38]([OH:40])=[O:39])[CH:14]=[CH:13][CH:12]=2)=[CH:32][CH:31]=1)([CH3:36])([CH3:34])[CH3:35].